Dataset: TCR-epitope binding with 47,182 pairs between 192 epitopes and 23,139 TCRs. Task: Binary Classification. Given a T-cell receptor sequence (or CDR3 region) and an epitope sequence, predict whether binding occurs between them. The epitope is KPLEFGATSAAL. The TCR CDR3 sequence is CASSKAASAYNEQFF. Result: 1 (the TCR binds to the epitope).